The task is: Predict the reactants needed to synthesize the given product.. This data is from Full USPTO retrosynthesis dataset with 1.9M reactions from patents (1976-2016). (1) Given the product [C:29]([O:33][C:34]([N:36]1[CH2:41][CH2:40][CH:39]([CH2:42][NH:43][C:19](=[O:20])[C:18]2[CH:17]=[CH:16][C:15]([S:12](=[O:13])(=[O:14])[NH:11][C:6]3[CH:7]=[CH:8][CH:9]=[CH:10][C:5]=3[O:4][C:3]3[CH:24]=[CH:25][C:26]([Cl:28])=[CH:27][C:2]=3[Cl:1])=[CH:23][CH:22]=2)[CH2:38][CH2:37]1)=[O:35])([CH3:32])([CH3:31])[CH3:30], predict the reactants needed to synthesize it. The reactants are: [Cl:1][C:2]1[CH:27]=[C:26]([Cl:28])[CH:25]=[CH:24][C:3]=1[O:4][C:5]1[CH:10]=[CH:9][CH:8]=[CH:7][C:6]=1[NH:11][S:12]([C:15]1[CH:23]=[CH:22][C:18]([C:19](O)=[O:20])=[CH:17][CH:16]=1)(=[O:14])=[O:13].[C:29]([O:33][C:34]([N:36]1[CH2:41][CH2:40][CH:39]([CH2:42][NH2:43])[CH2:38][CH2:37]1)=[O:35])([CH3:32])([CH3:31])[CH3:30]. (2) Given the product [CH3:39][N:40]([CH3:41])[C:25]([C:23]1[O:24][C:20]2[C:19]([CH3:29])=[CH:18][C:17]([C:12]([C:9]3[CH:10]=[CH:11][C:6]([O:5][CH2:4][C:3](=[O:31])[C:2]([CH3:33])([CH3:32])[CH3:1])=[C:7]([CH3:30])[CH:8]=3)([CH2:15][CH3:16])[CH2:13][CH3:14])=[CH:28][C:21]=2[CH:22]=1)=[O:26], predict the reactants needed to synthesize it. The reactants are: [CH3:1][C:2]([CH3:33])([CH3:32])[C:3](=[O:31])[CH2:4][O:5][C:6]1[CH:11]=[CH:10][C:9]([C:12]([C:17]2[CH:18]=[C:19]([CH3:29])[C:20]3[O:24][C:23]([C:25](O)=[O:26])=[CH:22][C:21]=3[CH:28]=2)([CH2:15][CH3:16])[CH2:13][CH3:14])=[CH:8][C:7]=1[CH3:30].C(Cl)CCl.Cl.[CH3:39][NH:40][CH3:41]. (3) Given the product [Cl:11][CH2:10][CH2:9][C:3]1[CH:4]=[CH:5][C:6]([OH:8])=[CH:7][C:2]=1[NH:1][C:24]([C:19]1[NH:20][C:21]2[C:17]([CH:18]=1)=[CH:16][C:15]([N+:12]([O-:14])=[O:13])=[CH:23][CH:22]=2)=[O:25], predict the reactants needed to synthesize it. The reactants are: [NH2:1][C:2]1[CH:7]=[C:6]([OH:8])[CH:5]=[CH:4][C:3]=1[CH2:9][CH2:10][Cl:11].[N+:12]([C:15]1[CH:16]=[C:17]2[C:21](=[CH:22][CH:23]=1)[NH:20][C:19]([C:24](O)=[O:25])=[CH:18]2)([O-:14])=[O:13].CCN=C=NCCCN(C)C. (4) Given the product [CH2:1]([N:8]1[CH2:13][CH2:12][C:11]([CH3:15])([C:2]2[CH:7]=[CH:6][CH:5]=[CH:4][CH:3]=2)[CH2:10][CH2:9]1)[C:2]1[CH:7]=[CH:6][CH:5]=[CH:4][CH:3]=1, predict the reactants needed to synthesize it. The reactants are: [CH2:1]([N:8]1[CH2:13][CH2:12][C:11]([CH3:15])(O)[CH2:10][CH2:9]1)[C:2]1[CH:7]=[CH:6][CH:5]=[CH:4][CH:3]=1.[Al+3].[Cl-].[Cl-].[Cl-].[OH-].[Na+]. (5) The reactants are: Br[CH2:2][C:3]1[CH:8]=[C:7]([C:9]([CH3:12])([CH3:11])[CH3:10])[CH:6]=[C:5]([C:13]([CH3:16])([CH3:15])[CH3:14])[C:4]=1[OH:17].N[C:19]1[CH:24]=[CH:23][CH:22]=[CH:21][C:20]=1[SH:25].C([N:28](CC)CC)C. Given the product [NH2:28][S:25][C:20]1[CH:21]=[CH:22][CH:23]=[CH:24][C:19]=1[CH2:2][C:3]1[CH:8]=[C:7]([C:9]([CH3:12])([CH3:11])[CH3:10])[CH:6]=[C:5]([C:13]([CH3:16])([CH3:15])[CH3:14])[C:4]=1[OH:17], predict the reactants needed to synthesize it. (6) Given the product [Br:23][C:4]1[CH:3]=[CH:2][C:1]([N:7]2[CH2:8][CH2:9][N:10]([C:13]([O:15][CH2:16][C:17]3[CH:22]=[CH:21][CH:20]=[CH:19][CH:18]=3)=[O:14])[CH2:11][CH2:12]2)=[CH:6][CH:5]=1, predict the reactants needed to synthesize it. The reactants are: [C:1]1([N:7]2[CH2:12][CH2:11][N:10]([C:13]([O:15][CH2:16][C:17]3[CH:22]=[CH:21][CH:20]=[CH:19][CH:18]=3)=[O:14])[CH2:9][CH2:8]2)[CH:6]=[CH:5][CH:4]=[CH:3][CH:2]=1.[Br:23]N1C(=O)CCC1=O.